Dataset: Full USPTO retrosynthesis dataset with 1.9M reactions from patents (1976-2016). Task: Predict the reactants needed to synthesize the given product. (1) Given the product [CH2:42]([O:49][CH:8]=[CH:9][C:10]([O:12][C:13]1[CH:14]=[CH:15][C:16]([C:19]2[CH:20]=[CH:21][CH:22]=[CH:23][CH:24]=2)=[CH:17][CH:18]=1)=[O:11])[C:43]1[CH:48]=[CH:47][CH:46]=[CH:45][CH:44]=1, predict the reactants needed to synthesize it. The reactants are: C1(S[CH:8]=[CH:9][C:10]([O:12][C:13]2[CH:18]=[CH:17][C:16]([C:19]3[CH:24]=[CH:23][CH:22]=[CH:21][CH:20]=3)=[CH:15][CH:14]=2)=[O:11])C=CC=CC=1.C(OC1C=CC(C2C=CC=CC=2)=CC=1)(=O)C#C.[CH2:42]([OH:49])[C:43]1[CH:48]=[CH:47][CH:46]=[CH:45][CH:44]=1. (2) Given the product [O:25]1[CH:26]=[CH:27][CH:28]=[C:24]1[C:7]1[CH:8]=[CH:9][C:4]([C:1](=[O:3])[CH3:2])=[CH:5][C:6]=1[CH3:18], predict the reactants needed to synthesize it. The reactants are: [C:1]([C:4]1[CH:9]=[CH:8][C:7](OS(C(F)(F)F)(=O)=O)=[C:6]([CH3:18])[CH:5]=1)(=[O:3])[CH3:2].C([Sn](CCCC)(CCCC)[C:24]1[O:25][CH:26]=[CH:27][CH:28]=1)CCC.[Cl-].[Li+]. (3) Given the product [C:10]([C:12]1[C:13](=[O:14])[NH:15][C:7]([CH3:8])=[C:4]([CH3:5])[CH:3]=1)#[N:11], predict the reactants needed to synthesize it. The reactants are: O.[Na].[CH3:3][CH:4]([C:7](=O)[CH3:8])[CH:5]=O.[C:10]([CH2:12][C:13]([NH2:15])=[O:14])#[N:11].C([O-])(=O)C.[NH2+]1CCCCC1. (4) Given the product [Cl:1][C:2]1[CH:3]=[N+:4]([O-:27])[CH:5]=[C:6]([Cl:26])[C:7]=1[CH2:8][C@@H:9]([C:11]1[CH:16]=[CH:15][C:14]([O:17][CH:18]([F:20])[F:19])=[C:13]([O:21][CH2:22][CH:23]2[CH2:25][CH2:24]2)[CH:12]=1)[O:10][C:40](=[O:41])[CH2:39][N:36]1[C:37]2[C:33](=[CH:32][CH:31]=[C:30]([O:29][CH3:28])[CH:38]=2)[C:34](=[O:44])[C:35]1=[O:43], predict the reactants needed to synthesize it. The reactants are: [Cl:1][C:2]1[CH:3]=[N+:4]([O-:27])[CH:5]=[C:6]([Cl:26])[C:7]=1[CH2:8][C@@H:9]([C:11]1[CH:16]=[CH:15][C:14]([O:17][CH:18]([F:20])[F:19])=[C:13]([O:21][CH2:22][CH:23]2[CH2:25][CH2:24]2)[CH:12]=1)[OH:10].[CH3:28][O:29][C:30]1[CH:38]=[C:37]2[C:33]([C:34](=[O:44])[C:35](=[O:43])[N:36]2[CH2:39][C:40](O)=[O:41])=[CH:32][CH:31]=1.C(Cl)CCl. (5) Given the product [Cl:39][C:23]1[C:24]([O:33][CH2:34][C:35]([F:37])([F:38])[F:36])=[N:25][N:26]([C:27]2[CH:28]=[CH:29][CH:30]=[CH:31][CH:32]=2)[C:22]=1[NH:21][C:19]([NH:18][C@H:10]1[C@H:9]([C:4]2[CH:5]=[CH:6][C:7]([F:8])=[C:2]([F:1])[CH:3]=2)[CH2:13][N:12]([CH2:14][CH2:15][O:16][CH3:17])[CH2:11]1)=[O:20], predict the reactants needed to synthesize it. The reactants are: [F:1][C:2]1[CH:3]=[C:4]([C@@H:9]2[CH2:13][N:12]([CH2:14][CH2:15][O:16][CH3:17])[CH2:11][C@H:10]2[NH:18][C:19]([NH:21][C:22]2[N:26]([C:27]3[CH:32]=[CH:31][CH:30]=[CH:29][CH:28]=3)[N:25]=[C:24]([O:33][CH2:34][C:35]([F:38])([F:37])[F:36])[CH:23]=2)=[O:20])[CH:5]=[CH:6][C:7]=1[F:8].[Cl:39]N1C(=O)CCC1=O.CC1C=CC(S([O-])(=O)=O)=CC=1.[NH+]1C=CC=CC=1. (6) Given the product [ClH:35].[CH2:1]([N:8]1[C:12]2([CH2:17][CH2:16][N:15]([C:18](=[O:33])[C:19]3[CH:20]=[C:21]([C:29]([F:32])([F:31])[F:30])[CH:22]=[C:23]([C:25]([F:26])([F:27])[F:28])[CH:24]=3)[CH2:14][CH2:13]2)[C:11](=[O:34])[N:10]([CH2:36][CH2:37][N:38]2[CH2:42][CH2:41][CH2:40][CH2:39]2)[CH2:9]1)[C:2]1[CH:3]=[CH:4][CH:5]=[CH:6][CH:7]=1, predict the reactants needed to synthesize it. The reactants are: [CH2:1]([N:8]1[C:12]2([CH2:17][CH2:16][N:15]([C:18](=[O:33])[C:19]3[CH:24]=[C:23]([C:25]([F:28])([F:27])[F:26])[CH:22]=[C:21]([C:29]([F:32])([F:31])[F:30])[CH:20]=3)[CH2:14][CH2:13]2)[C:11](=[O:34])[NH:10][CH2:9]1)[C:2]1[CH:7]=[CH:6][CH:5]=[CH:4][CH:3]=1.[Cl:35][CH2:36][CH2:37][N:38]1[CH2:42][CH2:41][CH2:40][CH2:39]1. (7) Given the product [NH2:1][C:2]1[N:3]=[C:4]([C:12]2[N:13]([C:16]([O:18][C:19]([CH3:22])([CH3:21])[CH3:20])=[O:17])[CH:14]=[CH:15][CH:11]=2)[CH:5]=[CH:6][CH:7]=1, predict the reactants needed to synthesize it. The reactants are: [NH2:1][C:2]1[CH:7]=[CH:6][CH:5]=[C:4](Cl)[N:3]=1.C([C:11]1[CH:15]=[CH:14][N:13]([C:16]([O:18][C:19]([CH3:22])([CH3:21])[CH3:20])=[O:17])[C:12]=1B(O)O)C. (8) Given the product [F:24][C:25]([F:44])([F:43])[S:26]([O:1][C:2]1[CH2:3][N:4]([C:7]([O:9][C:10]([CH3:13])([CH3:12])[CH3:11])=[O:8])[CH2:5][CH:6]=1)(=[O:28])=[O:27], predict the reactants needed to synthesize it. The reactants are: [O:1]=[C:2]1[CH2:6][CH2:5][N:4]([C:7]([O:9][C:10]([CH3:13])([CH3:12])[CH3:11])=[O:8])[CH2:3]1.C[Si]([N-][Si](C)(C)C)(C)C.[Li+].[F:24][C:25]([F:44])([F:43])[S:26](N(C1C=CC=CC=1)[S:26]([C:25]([F:44])([F:43])[F:24])(=[O:28])=[O:27])(=[O:28])=[O:27].